From a dataset of Reaction yield outcomes from USPTO patents with 853,638 reactions. Predict the reaction yield, written as a fraction of the theoretical maximum amount of product (1.0 means a 100% yield; for example, 0.34 means a 34% yield). (1) The reactants are [F:1][C:2]1[C:3](=[NH:21])[N:4]([CH2:19][OH:20])[C:5](=[O:18])[N:6]([S:8]([C:11]2[CH:17]=[CH:16][C:14]([CH3:15])=[CH:13][CH:12]=2)(=[O:10])=[O:9])[CH:7]=1.[CH2:22]1COCC1. No catalyst specified. The product is [F:1][C:2]1[C:3](=[NH:21])[N:4]([CH2:19][O:20][CH3:22])[C:5](=[O:18])[N:6]([S:8]([C:11]2[CH:12]=[CH:13][C:14]([CH3:15])=[CH:16][CH:17]=2)(=[O:10])=[O:9])[CH:7]=1. The yield is 0.0900. (2) The reactants are COC1C=C(OC)C=CC=1C[NH:6][C:7]1[N:12]=[CH:11][N:10]=[C:9]2[N:13]([C@@H:35]3[CH2:43][CH2:42][CH2:41][C:40]4[N:39](S(C5C=CC(C)=CC=5)(=O)=O)[N:38]=[CH:37][C:36]3=4)[N:14]=[C:15]([C:16]3[CH:34]=[CH:33][C:19]([C:20]([NH:22][C:23]4[CH:28]=[C:27]([C:29]([F:32])([F:31])[F:30])[CH:26]=[CH:25][N:24]=4)=[O:21])=[CH:18][CH:17]=3)[C:8]=12. The catalyst is C(O)(C(F)(F)F)=O. The product is [NH2:6][C:7]1[N:12]=[CH:11][N:10]=[C:9]2[N:13]([C@@H:35]3[CH2:43][CH2:42][CH2:41][C:40]4[NH:39][N:38]=[CH:37][C:36]3=4)[N:14]=[C:15]([C:16]3[CH:17]=[CH:18][C:19]([C:20]([NH:22][C:23]4[CH:28]=[C:27]([C:29]([F:32])([F:31])[F:30])[CH:26]=[CH:25][N:24]=4)=[O:21])=[CH:33][CH:34]=3)[C:8]=12. The yield is 0.528. (3) The reactants are C([NH:5][S:6]([C:9]1[CH:14]=[CH:13][C:12]([C:15]2[C:16]3[C:17]4[CH:30]=[CH:29][S:28][C:18]=4[C:19](=[O:27])[NH:20][C:21]=3[CH:22]=[CH:23][C:24]=2[O:25]C)=[CH:11][CH:10]=1)(=[O:8])=[O:7])(C)(C)C.BrB(Br)Br. No catalyst specified. The product is [OH:25][C:24]1[CH:23]=[CH:22][C:21]2[NH:20][C:19](=[O:27])[C:18]3[S:28][CH:29]=[CH:30][C:17]=3[C:16]=2[C:15]=1[C:12]1[CH:11]=[CH:10][C:9]([S:6]([NH2:5])(=[O:8])=[O:7])=[CH:14][CH:13]=1. The yield is 0.940. (4) The reactants are Br[C:2]1[CH:3]=[CH:4][C:5]([C:8]([NH:27][C:28]([NH:30][CH:31]2[CH2:35][CH2:34][CH2:33][CH2:32]2)=[O:29])([C:16]2[CH:21]=[C:20]([C:22]([F:25])([F:24])[F:23])[CH:19]=[C:18]([F:26])[CH:17]=2)[CH2:9][C:10]2[CH:15]=[CH:14][CH:13]=[CH:12][CH:11]=2)=[N:6][CH:7]=1.[NH:36]1[CH2:41][CH2:40][O:39][CH2:38][CH2:37]1.CC1(C)C2C(=C(P(C3C=CC=CC=3)C3C=CC=CC=3)C=CC=2)OC2C(P(C3C=CC=CC=3)C3C=CC=CC=3)=CC=CC1=2. The catalyst is C1(C)C=CC=CC=1.C1C=CC(/C=C/C(/C=C/C2C=CC=CC=2)=O)=CC=1.C1C=CC(/C=C/C(/C=C/C2C=CC=CC=2)=O)=CC=1.C1C=CC(/C=C/C(/C=C/C2C=CC=CC=2)=O)=CC=1.[Pd].[Pd]. The product is [CH:31]1([NH:30][C:28]([NH:27][C:8]([C:16]2[CH:21]=[C:20]([C:22]([F:24])([F:23])[F:25])[CH:19]=[C:18]([F:26])[CH:17]=2)([C:5]2[CH:4]=[CH:3][C:2]([N:36]3[CH2:41][CH2:40][O:39][CH2:38][CH2:37]3)=[CH:7][N:6]=2)[CH2:9][C:10]2[CH:11]=[CH:12][CH:13]=[CH:14][CH:15]=2)=[O:29])[CH2:32][CH2:33][CH2:34][CH2:35]1. The yield is 0.609. (5) The reactants are [CH2:1]([NH:8][C:9]1[CH:17]=[C:16]([N:18]2[CH2:23][CH2:22][N:21]([C:24](=[O:31])[C:25]3[CH:30]=[CH:29][CH:28]=[CH:27][CH:26]=3)[CH2:20][CH2:19]2)[CH:15]=[CH:14][C:10]=1[C:11]([OH:13])=O)[C:2]1[CH:7]=[CH:6][CH:5]=[CH:4][CH:3]=1.[CH3:32][NH:33][CH3:34].C1COCC1.C1(P(N=[N+]=[N-])(C2C=CC=CC=2)=O)C=CC=CC=1. The catalyst is C1COCC1. The product is [CH2:1]([NH:8][C:9]1[CH:17]=[C:16]([N:18]2[CH2:19][CH2:20][N:21]([C:24](=[O:31])[C:25]3[CH:30]=[CH:29][CH:28]=[CH:27][CH:26]=3)[CH2:22][CH2:23]2)[CH:15]=[CH:14][C:10]=1[C:11]([N:33]([CH3:34])[CH3:32])=[O:13])[C:2]1[CH:7]=[CH:6][CH:5]=[CH:4][CH:3]=1. The yield is 0.600. (6) The reactants are Br[C:2]1[S:6][C:5]([N:7]([CH2:15][C@@H:16]([NH:29][C:30]([O:32][C:33]([CH3:36])([CH3:35])[CH3:34])=[O:31])[C@H:17]([C:19]2[CH:24]=[CH:23][C:22]([C:25]([F:28])([F:27])[F:26])=[CH:21][CH:20]=2)[CH3:18])[C:8](=[O:14])[O:9][C:10]([CH3:13])([CH3:12])[CH3:11])=[N:4][C:3]=1[CH2:37][O:38][CH3:39].C(OC(N[C@@H](CC1C=NC(C(F)(F)F)=CC=1)CN(C1SC([C:63]2[CH:64]=[C:65]3[C:70](=[CH:71][CH:72]=2)[CH:69]=[N:68][C:67]([F:73])=[CH:66]3)=CN=1)C(=O)OC(C)(C)C)=O)(C)(C)C.C([O-])(=O)C.[K+]. No catalyst specified. The product is [C:33]([O:32][C:30]([NH:29][C@@H:16]([C@H:17]([C:19]1[CH:24]=[CH:23][C:22]([C:25]([F:28])([F:27])[F:26])=[CH:21][CH:20]=1)[CH3:18])[CH2:15][N:7]([C:5]1[S:6][C:2]([C:63]2[CH:64]=[C:65]3[C:70](=[CH:71][CH:72]=2)[CH:69]=[N:68][C:67]([F:73])=[CH:66]3)=[C:3]([CH2:37][O:38][CH3:39])[N:4]=1)[C:8](=[O:14])[O:9][C:10]([CH3:13])([CH3:12])[CH3:11])=[O:31])([CH3:36])([CH3:35])[CH3:34]. The yield is 0.170. (7) The reactants are [CH2:1]([O:8][C:9]([N:11]1[CH2:15][C@H:14]([O:16][Si:17]([CH3:20])([CH3:19])[CH3:18])[CH2:13][C@H:12]1[CH2:21][OH:22])=[O:10])[C:2]1[CH:7]=[CH:6][CH:5]=[CH:4][CH:3]=1.I[CH3:24]. The catalyst is CC(C)=O.[Ag]=O. The product is [CH2:1]([O:8][C:9]([N:11]1[CH2:15][C@H:14]([O:16][Si:17]([CH3:18])([CH3:19])[CH3:20])[CH2:13][C@H:12]1[CH2:21][O:22][CH3:24])=[O:10])[C:2]1[CH:7]=[CH:6][CH:5]=[CH:4][CH:3]=1. The yield is 0.670. (8) The reactants are [OH-].[Na+].[CH2:3]([C@@H:5]1[CH2:9][C@H:8]([OH:10])[CH2:7][C@@H:6]1[C:11]([O:13]CC)=[O:12])[CH3:4]. No catalyst specified. The product is [CH2:3]([C@@H:5]1[CH2:9][C@H:8]([OH:10])[CH2:7][C@@H:6]1[C:11]([OH:13])=[O:12])[CH3:4]. The yield is 1.00.